Task: Predict which catalyst facilitates the given reaction.. Dataset: Catalyst prediction with 721,799 reactions and 888 catalyst types from USPTO (1) Product: [CH3:34][C:32]1[C:31]2[C:26](=[CH:27][CH:28]=[CH:29][CH:30]=2)[N:25]=[C:24]([CH2:23][N:14]2[C:15](=[O:22])[C:16]3[N:17]([CH2:18][C:19]#[C:20][CH3:21])[C:9]([N:41]4[CH2:42][CH2:43][CH2:38][C@@H:39]([N:44]5[C:45](=[O:54])[C:46]6=[CH:53][C:52]([CH3:1])=[CH:51][CH:50]=[C:47]6[C:48]5=[O:49])[CH2:40]4)=[N:10][C:11]=3[N:12]([CH3:36])[C:13]2=[O:35])[N:33]=1. Reactant: [CH3:1]N1CCCC1=O.Br[C:9]1[N:17]([CH2:18][C:19]#[C:20][CH3:21])[C:16]2[C:15](=[O:22])[N:14]([CH2:23][C:24]3[N:33]=[C:32]([CH3:34])[C:31]4[C:26](=[CH:27][CH:28]=[CH:29][CH:30]=4)[N:25]=3)[C:13](=[O:35])[N:12]([CH3:36])[C:11]=2[N:10]=1.C[CH:38]1[CH2:43][CH2:42][NH:41][CH2:40][C@@H:39]1[N:44]1[C:48](=[O:49])[C:47]2=[CH:50][CH:51]=[CH:52][CH:53]=[C:46]2[C:45]1=[O:54].C(NC(C)C)(C)C. The catalyst class is: 5. (2) Reactant: Br[C:2]#[N:3].[F:4][C:5]1[CH:6]=[C:7]([NH:12][C:13]([NH:15][C@H:16]2[CH2:24][C@H:23]3[C@:19]([C:25]4[CH:30]=[CH:29][C:28]([O:31][CH3:32])=[C:27]([O:33][CH3:34])[CH:26]=4)([CH2:20][CH2:21][NH:22]3)[CH2:18][CH2:17]2)=[O:14])[CH:8]=[CH:9][C:10]=1[F:11].C([O-])(O)=[O:36].[Na+]. Product: [F:4][C:5]1[CH:6]=[C:7]([NH:12][C:13]([NH:15][C@H:16]2[CH2:24][C@H:23]3[C@:19]([C:25]4[CH:30]=[CH:29][C:28]([O:31][CH3:32])=[C:27]([O:33][CH3:34])[CH:26]=4)([CH2:20][CH2:21][N:22]3[C:2]([NH2:3])=[O:36])[CH2:18][CH2:17]2)=[O:14])[CH:8]=[CH:9][C:10]=1[F:11]. The catalyst class is: 14. (3) Reactant: [CH3:1][C:2]1([CH3:16])[CH2:7][C:6](=O)[N:5]([C:9]2[CH:14]=[CH:13][CH:12]=[CH:11][CH:10]=2)[C:4](=[O:15])[CH2:3]1.[H-].[Al+3].[Li+].[H-].[H-].[H-]. Product: [CH3:1][C:2]1([CH3:16])[CH:7]=[CH:6][N:5]([C:9]2[CH:14]=[CH:13][CH:12]=[CH:11][CH:10]=2)[C:4](=[O:15])[CH2:3]1. The catalyst class is: 1. (4) Reactant: [Br:1][C:2]1[CH:3]=[C:4]([NH2:8])[CH:5]=[N:6][CH:7]=1.[C:9](O[C:9]([O:11][C:12]([CH3:15])([CH3:14])[CH3:13])=[O:10])([O:11][C:12]([CH3:15])([CH3:14])[CH3:13])=[O:10].C[Si]([N-][Si](C)(C)C)(C)C.[Na+].C1COCC1. Product: [Br:1][C:2]1[CH:3]=[C:4]([NH:8][C:9](=[O:10])[O:11][C:12]([CH3:15])([CH3:14])[CH3:13])[CH:5]=[N:6][CH:7]=1. The catalyst class is: 2. (5) Reactant: [NH2:1][C:2]1[CH:7]=[CH:6][N:5]=[CH:4][CH:3]=1.C(N(CC)CC)C.[CH2:15]([S:19](Cl)(=[O:21])=[O:20])[CH2:16][CH2:17][CH3:18]. Product: [CH2:15]([S:19]([NH:1][C:2]1[CH:7]=[CH:6][N:5]=[CH:4][CH:3]=1)(=[O:21])=[O:20])[CH2:16][CH2:17][CH3:18]. The catalyst class is: 76. (6) Reactant: [NH2:1][C@H:2]1[C:11]2[C:6](=[CH:7][CH:8]=[C:9]([F:12])[CH:10]=2)[N:5]([C:13](=[O:15])[CH3:14])[C@@H:4]([CH3:16])[C@@H:3]1[CH3:17].CN(C1C(C2C(P(C3CCCCC3)C3CCCCC3)=CC=CC=2)=CC=CC=1)C.Br[C:47]1[CH:52]=[CH:51][C:50]([F:53])=[CH:49][N:48]=1.CC(C)([O-])C.[Na+]. Product: [F:12][C:9]1[CH:10]=[C:11]2[C:6](=[CH:7][CH:8]=1)[N:5]([C:13](=[O:15])[CH3:14])[C@@H:4]([CH3:16])[C@H:3]([CH3:17])[C@H:2]2[NH:1][C:47]1[CH:52]=[CH:51][C:50]([F:53])=[CH:49][N:48]=1. The catalyst class is: 62.